This data is from Catalyst prediction with 721,799 reactions and 888 catalyst types from USPTO. The task is: Predict which catalyst facilitates the given reaction. (1) Reactant: [CH2:1]([O:8][C:9]1[CH:14]=[CH:13][N:12]([C:15]2[CH:16]=[CH:17][C:18]3[C:19]4[CH2:28][NH:27][CH2:26][CH2:25][C:20]=4[N:21]([CH3:24])[C:22]=3[CH:23]=2)[C:11](=[O:29])[CH:10]=1)[C:2]1[CH:7]=[CH:6][CH:5]=[CH:4][CH:3]=1.[Cl:30][CH2:31][C:32](Cl)=[O:33]. Product: [CH2:1]([O:8][C:9]1[CH:14]=[CH:13][N:12]([C:15]2[CH:16]=[CH:17][C:18]3[C:19]4[CH2:28][N:27]([C:32](=[O:33])[CH2:31][Cl:30])[CH2:26][CH2:25][C:20]=4[N:21]([CH3:24])[C:22]=3[CH:23]=2)[C:11](=[O:29])[CH:10]=1)[C:2]1[CH:3]=[CH:4][CH:5]=[CH:6][CH:7]=1. The catalyst class is: 326. (2) Reactant: [O:1]1[CH:5]=[CH:4][CH:3]=[C:2]1[C:6]1[O:7][C:8]([CH3:36])=[C:9]([CH2:11][O:12][C:13]2[CH:33]=[CH:32][C:16]([CH2:17][O:18][C:19]3[C:23]([CH:24]=O)=[CH:22][N:21]([C:26]4[CH:31]=[CH:30][CH:29]=[CH:28][CH:27]=4)[N:20]=3)=[CH:15][C:14]=2[O:34][CH3:35])[N:10]=1.[Cl-].[N:38]1[CH:43]=[CH:42][CH:41]=[CH:40][C:39]=1[CH2:44][P+](C1C=CC=CC=1)(C1C=CC=CC=1)C1C=CC=CC=1.C(=O)([O-])[O-].[K+].[K+].CN(C)C=O. Product: [O:1]1[CH:5]=[CH:4][CH:3]=[C:2]1[C:6]1[O:7][C:8]([CH3:36])=[C:9]([CH2:11][O:12][C:13]2[CH:33]=[CH:32][C:16]([CH2:17][O:18][C:19]3[C:23](/[CH:24]=[CH:44]/[C:39]4[CH:40]=[CH:41][CH:42]=[CH:43][N:38]=4)=[CH:22][N:21]([C:26]4[CH:31]=[CH:30][CH:29]=[CH:28][CH:27]=4)[N:20]=3)=[CH:15][C:14]=2[O:34][CH3:35])[N:10]=1. The catalyst class is: 6. (3) Reactant: [C:1]([C:3]1[C:8]2[C:9]([CH:12]=O)=[CH:10][S:11][C:7]=2[CH:6]=[CH:5][CH:4]=1)#[N:2].[S:14]([NH2:18])([NH2:17])(=[O:16])=[O:15].[BH4-].[Na+].O. Product: [C:1]([C:3]1[C:8]2[C:9]([CH2:12][NH:17][S:14]([NH2:18])(=[O:16])=[O:15])=[CH:10][S:11][C:7]=2[CH:6]=[CH:5][CH:4]=1)#[N:2]. The catalyst class is: 8. (4) Reactant: [C:1]([C:5]1[CH:9]=[C:8]([CH2:10][NH2:11])[N:7]([C:12]2[CH:17]=[CH:16][CH:15]=[C:14]([Cl:18])[CH:13]=2)[N:6]=1)([CH3:4])([CH3:3])[CH3:2].[OH:19][CH2:20][C:21]([C:25]1[CH:30]=[CH:29][C:28]([NH:31][C:32](=O)[O:33]C2C=CC=CC=2)=[CH:27][CH:26]=1)([CH3:24])[CH2:22][OH:23]. Product: [C:1]([C:5]1[CH:9]=[C:8]([CH2:10][NH:11][C:32]([NH:31][C:28]2[CH:27]=[CH:26][C:25]([C:21]([CH3:24])([CH2:22][OH:23])[CH2:20][OH:19])=[CH:30][CH:29]=2)=[O:33])[N:7]([C:12]2[CH:17]=[CH:16][CH:15]=[C:14]([Cl:18])[CH:13]=2)[N:6]=1)([CH3:4])([CH3:2])[CH3:3]. The catalyst class is: 23. (5) Reactant: Cl[C:2]1[C:11]2[C:6](=[CH:7][CH:8]=[CH:9][CH:10]=2)[N:5]=[C:4]([C:12]2[CH:17]=[CH:16][CH:15]=[CH:14][C:13]=2[OH:18])[N:3]=1.[NH:19]1[CH2:24][CH2:23][CH:22]([NH:25][C:26](=[O:32])[O:27][C:28]([CH3:31])([CH3:30])[CH3:29])[CH2:21][CH2:20]1.C(N(CC)CC)C. Product: [OH:18][C:13]1[CH:14]=[CH:15][CH:16]=[CH:17][C:12]=1[C:4]1[N:3]=[C:2]([N:19]2[CH2:20][CH2:21][CH:22]([NH:25][C:26](=[O:32])[O:27][C:28]([CH3:30])([CH3:29])[CH3:31])[CH2:23][CH2:24]2)[C:11]2[C:6](=[CH:7][CH:8]=[CH:9][CH:10]=2)[N:5]=1. The catalyst class is: 2. (6) Reactant: [NH2:1][C:2]1[CH:3]=[N:4][CH:5]=[CH:6][C:7]=1[N:8]1[CH2:13][C@H:12]([CH3:14])[CH2:11][C@H:10]([NH:15][C:16](=[O:22])[O:17][C:18]([CH3:21])([CH3:20])[CH3:19])[CH2:9]1.[C:23]([O:27][C:28]([NH:30][C:31]1[O:39][C:38]2[C:33](=[N:34][CH:35]=[C:36]([C:40]3[C:45]([F:46])=[CH:44][CH:43]=[CH:42][C:41]=3[F:47])[CH:37]=2)[C:32]=1[C:48](O)=[O:49])=[O:29])([CH3:26])([CH3:25])[CH3:24].CCN(C(C)C)C(C)C.CN(C(ON1N=NC2C=CC=NC1=2)=[N+](C)C)C.F[P-](F)(F)(F)(F)F. Product: [C:23]([O:27][C:28]([NH:30][C:31]1[O:39][C:38]2[C:33](=[N:34][CH:35]=[C:36]([C:40]3[C:45]([F:46])=[CH:44][CH:43]=[CH:42][C:41]=3[F:47])[CH:37]=2)[C:32]=1[C:48]([NH:1][C:2]1[CH:3]=[N:4][CH:5]=[CH:6][C:7]=1[N:8]1[CH2:13][C@H:12]([CH3:14])[CH2:11][C@H:10]([NH:15][C:16](=[O:22])[O:17][C:18]([CH3:21])([CH3:20])[CH3:19])[CH2:9]1)=[O:49])=[O:29])([CH3:26])([CH3:24])[CH3:25]. The catalyst class is: 26. (7) Reactant: [CH3:1][C:2]1[NH:3][C:4](=[O:26])[C:5]([CH2:11][C:12]2[CH:17]=[CH:16][C:15]([C:18]3[C:19]([C:24]#[N:25])=[CH:20][CH:21]=[CH:22][CH:23]=3)=[CH:14][CH:13]=2)=[C:6]([CH2:8][CH2:9][CH3:10])[N:7]=1.[CH2:27]([O:31][C:32]1[CH:37]=[CH:36][C:35](B(O)O)=[CH:34][CH:33]=1)[CH:28]([CH3:30])[CH3:29].C(N(CC)CC)C.N1C=CC=CC=1. Product: [CH2:27]([O:31][C:32]1[CH:37]=[CH:36][C:35]([N:3]2[C:4](=[O:26])[C:5]([CH2:11][C:12]3[CH:17]=[CH:16][C:15]([C:18]4[C:19]([C:24]#[N:25])=[CH:20][CH:21]=[CH:22][CH:23]=4)=[CH:14][CH:13]=3)=[C:6]([CH2:8][CH2:9][CH3:10])[N:7]=[C:2]2[CH3:1])=[CH:34][CH:33]=1)[CH:28]([CH3:30])[CH3:29]. The catalyst class is: 297.